The task is: Predict the reactants needed to synthesize the given product.. This data is from Full USPTO retrosynthesis dataset with 1.9M reactions from patents (1976-2016). (1) Given the product [C:13](=[C:1]1[CH2:2][CH:3]=[CH:4][C:5](=[C:7]=[O:8])[C:6]1=[C:32]=[O:35])=[O:14], predict the reactants needed to synthesize it. The reactants are: [C:1]1([C:13](Cl)=[O:14])[CH:6]=[C:5]([C:7](Cl)=[O:8])[CH:4]=[C:3](C(Cl)=O)[CH:2]=1.C1(N)C=CC=C(N)C=1.NC1C=CC=CC=1.C[CH:32]([OH:35])CN. (2) The reactants are: [OH-].[Na+].C1(S([N:12]2[C:20]3[C:15](=[CH:16][CH:17]=[CH:18][CH:19]=3)[C:14]([C:21]3[CH:26]=[CH:25][N:24]=[C:23]([NH:27][C@H:28]4[CH2:33][CH2:32][C@H:31]([OH:34])[CH2:30][CH2:29]4)[N:22]=3)=[CH:13]2)(=O)=O)C=CC=CC=1. Given the product [NH:12]1[C:20]2[C:15](=[CH:16][CH:17]=[CH:18][CH:19]=2)[C:14]([C:21]2[CH:26]=[CH:25][N:24]=[C:23]([NH:27][C@H:28]3[CH2:29][CH2:30][C@H:31]([OH:34])[CH2:32][CH2:33]3)[N:22]=2)=[CH:13]1, predict the reactants needed to synthesize it. (3) Given the product [F:1][C:2]1[CH:3]=[C:4]([CH2:9][C:10]([NH2:13])([CH3:11])[CH3:12])[CH:5]=[CH:6][C:7]=1[F:8], predict the reactants needed to synthesize it. The reactants are: [F:1][C:2]1[CH:3]=[C:4]([CH2:9][C:10]([NH:13]C=O)([CH3:12])[CH3:11])[CH:5]=[CH:6][C:7]=1[F:8].Cl.[OH-].[Na+]. (4) Given the product [F:48][C:47]([F:50])([F:49])[C:45]([OH:51])=[O:46].[CH:1]1([C:7]2[C:8]3[CH:9]=[CH:10][C:11]([C:38]([OH:40])=[O:39])=[CH:12][C:13]=3[N:14]3[CH2:20][C:19]([C:21]([N:23]4[CH:28]5[CH2:29][CH2:30][CH:24]4[CH2:25][N:26]([CH3:31])[CH2:27]5)=[O:22])=[CH:18][C:17]4[CH:32]=[C:33]([O:36][CH3:37])[CH:34]=[CH:35][C:16]=4[C:15]=23)[CH2:6][CH2:5][CH2:4][CH2:3][CH2:2]1, predict the reactants needed to synthesize it. The reactants are: [CH:1]1([C:7]2[C:8]3[CH:9]=[CH:10][C:11]([C:38]([O:40]C(C)(C)C)=[O:39])=[CH:12][C:13]=3[N:14]3[CH2:20][C:19]([C:21]([N:23]4[CH:28]5[CH2:29][CH2:30][CH:24]4[CH2:25][N:26]([CH3:31])[CH2:27]5)=[O:22])=[CH:18][C:17]4[CH:32]=[C:33]([O:36][CH3:37])[CH:34]=[CH:35][C:16]=4[C:15]=23)[CH2:6][CH2:5][CH2:4][CH2:3][CH2:2]1.[C:45]([OH:51])([C:47]([F:50])([F:49])[F:48])=[O:46]. (5) Given the product [Br:1][C:2]1[CH:3]=[C:4]2[CH:10]=[CH:9][NH:8][C:5]2=[N:6][CH:7]=1, predict the reactants needed to synthesize it. The reactants are: [Br:1][C:2]1[CH:3]=[C:4]2[CH:10]=[CH:9][N:8]([Si](C(C)(C)C)(C)C)[C:5]2=[N:6][CH:7]=1.Cl.